Dataset: Reaction yield outcomes from USPTO patents with 853,638 reactions. Task: Predict the reaction yield, written as a fraction of the theoretical maximum amount of product (1.0 means a 100% yield; for example, 0.34 means a 34% yield). (1) The reactants are Cl[C:2]1[C:11]2[C:6](=[CH:7][CH:8]=[CH:9][CH:10]=2)[N:5]=[CH:4][N:3]=1.[H-].[Na+].[CH3:14][O:15][C:16](=[O:29])[CH2:17][CH2:18][CH2:19][C:20]1[CH:25]=[CH:24][C:23]([CH2:26][CH2:27][OH:28])=[CH:22][CH:21]=1. The catalyst is O1CCCC1.C(OCC)(=O)C. The product is [CH3:14][O:15][C:16](=[O:29])[CH2:17][CH2:18][CH2:19][C:20]1[CH:21]=[CH:22][C:23]([CH2:26][CH2:27][O:28][C:2]2[C:11]3[C:6](=[CH:7][CH:8]=[CH:9][CH:10]=3)[N:5]=[CH:4][N:3]=2)=[CH:24][CH:25]=1. The yield is 0.430. (2) The reactants are [CH2:1]([O:8][C:9]([NH:11][CH2:12][CH2:13][CH2:14][O:15][N:16]1C(=O)C2=CC=CC=C2C1=O)=[O:10])[C:2]1[CH:7]=[CH:6][CH:5]=[CH:4][CH:3]=1.O1CCCC1.CN. The catalyst is C(O)C. The product is [CH2:1]([O:8][C:9]([NH:11][CH2:12][CH2:13][CH2:14][O:15][NH2:16])=[O:10])[C:2]1[CH:3]=[CH:4][CH:5]=[CH:6][CH:7]=1. The yield is 0.970. (3) The reactants are [CH:1]([N:4]1[C:8]([C:9]2[N:18]=[C:17]3[N:11]([CH2:12][CH2:13][O:14][C:15]4[CH:22]=[C:21](O)[N:20]=[CH:19][C:16]=43)[CH:10]=2)=[N:7][CH:6]=[N:5]1)([CH3:3])[CH3:2].[OH:24][CH:25]1[CH2:30][CH2:29][NH:28][CH2:27][CH2:26]1. No catalyst specified. The product is [CH:1]([N:4]1[C:8]([C:9]2[N:18]=[C:17]3[C:16]4[CH:19]=[N:20][C:21]([N:28]5[CH2:29][CH2:30][CH:25]([OH:24])[CH2:26][CH2:27]5)=[CH:22][C:15]=4[O:14][CH2:13][CH2:12][N:11]3[CH:10]=2)=[N:7][CH:6]=[N:5]1)([CH3:3])[CH3:2]. The yield is 0.420. (4) The reactants are Cl.Br[C:3]1[CH:4]=[C:5]2[C:11]([C:12]3[CH:17]=[CH:16][C:15]([O:18][CH2:19][CH2:20][CH2:21][N:22]4[CH2:27][CH2:26][CH2:25][CH2:24][CH2:23]4)=[CH:14][CH:13]=3)=[CH:10][NH:9][C:6]2=[N:7][CH:8]=1.[CH3:28][O:29][C:30]1[CH:31]=[C:32](B2OC(C)(C)C(C)(C)O2)[CH:33]=[CH:34][C:35]=1[O:36]CC1C=CC(OC)=CC=1.C(=O)([O-])[O-].[Na+].[Na+].C(=O)(O)[O-].[Na+]. The catalyst is Cl[Pd-2](Cl)(P(C1C=CC=CC=1)(C1C=CC=CC=1)C1C=CC=CC=1)P(C1C=CC=CC=1)(C1C=CC=CC=1)C1C=CC=CC=1.ClCCl.C(#N)C. The product is [CH3:28][O:29][C:30]1[CH:31]=[C:32]([C:3]2[CH:4]=[C:5]3[C:11]([C:12]4[CH:17]=[CH:16][C:15]([O:18][CH2:19][CH2:20][CH2:21][N:22]5[CH2:27][CH2:26][CH2:25][CH2:24][CH2:23]5)=[CH:14][CH:13]=4)=[CH:10][NH:9][C:6]3=[N:7][CH:8]=2)[CH:33]=[CH:34][C:35]=1[OH:36]. The yield is 0.0800.